Dataset: Full USPTO retrosynthesis dataset with 1.9M reactions from patents (1976-2016). Task: Predict the reactants needed to synthesize the given product. (1) Given the product [CH2:19]([O:1][C:2]1[C:15]([O:16][CH2:36][CH2:35][CH2:34][CH2:33][CH2:32][CH2:31][CH2:30][CH2:29][CH2:28][CH2:27][CH2:26][CH2:25][CH2:24][CH2:23][CH2:22][CH2:21][CH2:20][CH3:19])=[C:14]([O:40][CH2:37][CH2:35][CH2:34][CH2:33][CH2:32][CH2:31][CH2:30][CH2:29][CH2:28][CH2:27][CH2:26][CH2:25][CH2:24][CH2:23][CH2:22][CH2:21][CH2:20][CH3:19])[CH:13]=[CH:12][C:3]=1[C:4]([C:6]1[CH:11]=[CH:10][CH:9]=[CH:8][CH:7]=1)=[O:5])[CH2:20][CH2:21][CH2:22][CH2:23][CH2:24][CH2:25][CH2:26][CH2:27][CH2:28][CH2:29][CH2:30][CH2:31][CH2:32][CH2:33][CH2:34][CH2:35][CH3:36], predict the reactants needed to synthesize it. The reactants are: [OH:1][C:2]1[C:15]([OH:16])=[C:14](O)[CH:13]=[CH:12][C:3]=1[C:4]([C:6]1[CH:11]=[CH:10][CH:9]=[CH:8][CH:7]=1)=[O:5].Br[CH2:19][CH2:20][CH2:21][CH2:22][CH2:23][CH2:24][CH2:25][CH2:26][CH2:27][CH2:28][CH2:29][CH2:30][CH2:31][CH2:32][CH2:33][CH2:34][CH2:35][CH3:36].[C:37](=[O:40])([O-])[O-].[K+].[K+].Cl. (2) The reactants are: [H-].[H-].[H-].[H-].[Li+].[Al+3].[CH2:7]([N:14]1[CH2:19][CH2:18][O:17][CH2:16][CH:15]1[CH2:20][CH:21]([C:27](OCC)=[O:28])[C:22](OCC)=[O:23])[C:8]1[CH:13]=[CH:12][CH:11]=[CH:10][CH:9]=1.O.[OH-].[Na+]. Given the product [CH2:7]([N:14]1[CH2:19][CH2:18][O:17][CH2:16][CH:15]1[CH2:20][CH:21]([CH2:27][OH:28])[CH2:22][OH:23])[C:8]1[CH:9]=[CH:10][CH:11]=[CH:12][CH:13]=1, predict the reactants needed to synthesize it. (3) Given the product [Br:39][C:7]1[CH:8]=[CH:3][CH:4]=[CH:5][C:6]=1[CH2:9][N:11]([CH2:22][C:23]1[N:24]=[C:25]2[CH:30]=[CH:29][CH:28]=[C:27]([N:31]3[CH2:36][CH2:35][N:34]([CH3:37])[CH2:33][CH2:32]3)[N:26]2[CH:38]=1)[C@@H:12]1[C:21]2[N:20]=[CH:19][CH:18]=[CH:17][C:16]=2[CH2:15][CH2:14][CH2:13]1, predict the reactants needed to synthesize it. The reactants are: CO[C:3]1[CH:8]=[CH:7][C:6]([C@@H:9]([N:11]([CH2:22][C:23]2[N:24]=[C:25]3[CH:30]=[CH:29][CH:28]=[C:27]([N:31]4[CH2:36][CH2:35][N:34]([CH3:37])[CH2:33][CH2:32]4)[N:26]3[CH:38]=2)[C@@H:12]2[C:21]3[N:20]=[CH:19][CH:18]=[CH:17][C:16]=3[CH2:15][CH2:14][CH2:13]2)C)=[CH:5][CH:4]=1.[Br:39]C1C=CC=CC=1C=O.